From a dataset of Forward reaction prediction with 1.9M reactions from USPTO patents (1976-2016). Predict the product of the given reaction. (1) Given the reactants [N:1]1([C:7]2[C:8]3[S:30][CH:29]=[CH:28][C:9]=3[N:10]=[C:11]([C:13]3[CH:18]=[CH:17][CH:16]=[C:15]([O:19][SiH2:20][C:21]([CH3:27])([CH3:26])[C:22]([CH3:25])([CH3:24])[CH3:23])[CH:14]=3)[N:12]=2)[CH2:6][CH2:5][O:4][CH2:3][CH2:2]1.[Li]CCCC.CN(C)[CH:38]=[O:39], predict the reaction product. The product is: [N:1]1([C:7]2[C:8]3[S:30][C:29]([CH:38]=[O:39])=[CH:28][C:9]=3[N:10]=[C:11]([C:13]3[CH:18]=[CH:17][CH:16]=[C:15]([O:19][SiH2:20][C:21]([CH3:27])([CH3:26])[C:22]([CH3:24])([CH3:25])[CH3:23])[CH:14]=3)[N:12]=2)[CH2:6][CH2:5][O:4][CH2:3][CH2:2]1. (2) Given the reactants [S:1]1[CH:5]=[CH:4][C:3]([C:6]2[S:14][C:13]3[C:12]([Cl:15])=[N:11][CH:10]=[N:9][C:8]=3[CH:7]=2)=[CH:2]1.O.[NH2:17][NH2:18], predict the reaction product. The product is: [ClH:15].[S:1]1[CH:5]=[CH:4][C:3]([C:6]2[S:14][C:13]3[C:12]([NH:17][NH2:18])=[N:11][CH:10]=[N:9][C:8]=3[CH:7]=2)=[CH:2]1. (3) Given the reactants [CH3:1][C@:2]1([CH2:24][NH:25][C:26]2[CH:27]=[C:28]([CH:31]=[CH:32][C:33]=2[N+:34]([O-])=O)[C:29]#[N:30])[CH2:23][CH2:22][CH2:21][C:4]2([O:8][C@H:7]([C:9]3[CH:14]=[CH:13][CH:12]=[CH:11][CH:10]=3)[C@@H:6]([C:15]3[CH:20]=[CH:19][CH:18]=[CH:17][CH:16]=3)[O:5]2)[CH2:3]1.CO.[CH:39](OC)(OC)OC.C(O)=O, predict the reaction product. The product is: [CH3:1][C@:2]1([CH2:24][N:25]2[C:26]3[CH:27]=[C:28]([C:29]#[N:30])[CH:31]=[CH:32][C:33]=3[N:34]=[CH:39]2)[CH2:23][CH2:22][CH2:21][C:4]2([O:8][C@H:7]([C:9]3[CH:14]=[CH:13][CH:12]=[CH:11][CH:10]=3)[C@@H:6]([C:15]3[CH:20]=[CH:19][CH:18]=[CH:17][CH:16]=3)[O:5]2)[CH2:3]1. (4) Given the reactants [CH2:1]([C:3]([C:21]1[O:22][C:23]2[CH:29]=[CH:28][C:27]([C:30](O)=[O:31])=[CH:26][C:24]=2[CH:25]=1)([C:6]1[CH:11]=[CH:10][C:9]([O:12][CH2:13][CH:14]([OH:19])[C:15]([CH3:18])([CH3:17])[CH3:16])=[C:8]([CH3:20])[CH:7]=1)[CH2:4][CH3:5])[CH3:2].Cl.C([O:36][C:37](=[O:41])[CH2:38][NH:39][CH3:40])C.[OH-].[Na+], predict the reaction product. The product is: [CH2:4]([C:3]([C:21]1[O:22][C:23]2[CH:29]=[CH:28][C:27]([C:30]([N:39]([CH2:38][C:37]([OH:41])=[O:36])[CH3:40])=[O:31])=[CH:26][C:24]=2[CH:25]=1)([C:6]1[CH:11]=[CH:10][C:9]([O:12][CH2:13][CH:14]([OH:19])[C:15]([CH3:18])([CH3:16])[CH3:17])=[C:8]([CH3:20])[CH:7]=1)[CH2:1][CH3:2])[CH3:5].